Dataset: Full USPTO retrosynthesis dataset with 1.9M reactions from patents (1976-2016). Task: Predict the reactants needed to synthesize the given product. (1) The reactants are: [OH:1][C:2]([C:4]([F:7])([F:6])[F:5])=[O:3].C([N:15]1[CH2:24][CH2:23][C:22]2[C:17](=[N:18][C:19]([N:29]3[CH2:34][CH2:33][CH:32]([O:35][C:36]4[CH:41]=[CH:40][C:39]([F:42])=[CH:38][C:37]=4[F:43])[CH2:31][CH2:30]3)=[C:20]([NH:25][CH:26]([CH3:28])[CH3:27])[N:21]=2)[CH:16]1[CH3:44])C1C=CC=CC=1. Given the product [F:43][C:37]1[CH:38]=[C:39]([F:42])[CH:40]=[CH:41][C:36]=1[O:35][CH:32]1[CH2:31][CH2:30][N:29]([C:19]2[N:18]=[C:17]3[CH:16]([CH3:44])[NH:15][CH2:24][CH2:23][C:22]3=[N:21][C:20]=2[NH:25][CH:26]([CH3:28])[CH3:27])[CH2:34][CH2:33]1.[C:2]([OH:3])([C:4]([F:7])([F:6])[F:5])=[O:1], predict the reactants needed to synthesize it. (2) Given the product [C:10]([O:14][C:15](=[O:24])[NH:16][C@H:17]1[CH2:18][CH2:19][C@@H:20]([NH:23][C:6]2[CH:5]=[C:4]([CH3:9])[N:3]=[C:2]([Cl:1])[N:7]=2)[CH2:21][CH2:22]1)([CH3:13])([CH3:11])[CH3:12], predict the reactants needed to synthesize it. The reactants are: [Cl:1][C:2]1[N:7]=[C:6](Cl)[CH:5]=[C:4]([CH3:9])[N:3]=1.[C:10]([O:14][C:15](=[O:24])[NH:16][C@H:17]1[CH2:22][CH2:21][C@@H:20]([NH2:23])[CH2:19][CH2:18]1)([CH3:13])([CH3:12])[CH3:11].